From a dataset of Catalyst prediction with 721,799 reactions and 888 catalyst types from USPTO. Predict which catalyst facilitates the given reaction. (1) Reactant: Br/[CH:2]=[CH:3]/[C:4]1[CH:5]=[CH:6][C:7]([O:11][CH3:12])=[C:8]([OH:10])[CH:9]=1.[CH3:13][O:14][C:15]1[CH:16]=[C:17](B(O)O)[CH:18]=[C:19]([O:23][CH3:24])[C:20]=1[O:21][CH3:22].C(=O)([O-])[O-].[Na+].[Na+]. Product: [CH3:12][O:11][C:7]1[CH:6]=[CH:5][C:4](/[CH:3]=[CH:2]/[C:17]2[CH:16]=[C:15]([O:14][CH3:13])[C:20]([O:21][CH3:22])=[C:19]([O:23][CH3:24])[CH:18]=2)=[CH:9][C:8]=1[OH:10]. The catalyst class is: 149. (2) Reactant: C([O:4][CH2:5][CH2:6][O:7][C:8]1[CH:13]=[CH:12][C:11]([C:14]([N:16]2[C:22]3[CH:23]=[CH:24][CH:25]=[CH:26][C:21]=3[CH2:20][N:19]([CH2:27][C:28]3[O:29][C:30]([CH:33]([CH3:35])[CH3:34])=[N:31][N:32]=3)[C:18](=[O:36])[CH2:17]2)=[O:15])=[C:10]([Cl:37])[CH:9]=1)(=O)C.[OH-].[Na+].Cl. Product: [Cl:37][C:10]1[CH:9]=[C:8]([O:7][CH2:6][CH2:5][OH:4])[CH:13]=[CH:12][C:11]=1[C:14]([N:16]1[C:22]2[CH:23]=[CH:24][CH:25]=[CH:26][C:21]=2[CH2:20][N:19]([CH2:27][C:28]2[O:29][C:30]([CH:33]([CH3:35])[CH3:34])=[N:31][N:32]=2)[C:18](=[O:36])[CH2:17]1)=[O:15]. The catalyst class is: 5. (3) Reactant: C1(OC2C=CC=CC=2)C=CC=CC=1.[N:14]1[CH:19]=[CH:18][CH:17]=[C:16]([NH:20][CH:21]=[C:22]([C:28]([O:30]CC)=O)[C:23]([O:25][CH2:26][CH3:27])=[O:24])[CH:15]=1. Product: [O:30]=[C:28]1[C:15]2[C:16](=[CH:17][CH:18]=[CH:19][N:14]=2)[NH:20][CH:21]=[C:22]1[C:23]([O:25][CH2:26][CH3:27])=[O:24]. The catalyst class is: 28.